This data is from Full USPTO retrosynthesis dataset with 1.9M reactions from patents (1976-2016). The task is: Predict the reactants needed to synthesize the given product. (1) Given the product [CH3:11][O:12][C:13](=[O:22])[C:14]1[CH:19]=[CH:18][CH:17]=[C:16]([CH:20]=[CH:23][CH3:24])[CH:15]=1, predict the reactants needed to synthesize it. The reactants are: [Li+].C[Si]([N-][Si](C)(C)C)(C)C.[CH3:11][O:12][C:13](=[O:22])[C:14]1[CH:19]=[CH:18][CH:17]=[C:16]([CH:20]=O)[CH:15]=1.[CH2:23]1COC[CH2:24]1. (2) Given the product [Cl:59][C:47]1[CH:46]=[C:45]([NH:44][C:32]2[C:31]3[C:36](=[CH:37][C:38]([O:39][CH2:40][CH2:41][O:42][CH3:43])=[C:29]([NH:28][C:26]([C@H:25]([NH:24][C:1](=[O:5])[CH:2]=[CH2:3])[CH3:60])=[O:27])[CH:30]=3)[N:35]=[CH:34][N:33]=2)[CH:50]=[CH:49][C:48]=1[O:51][CH2:52][C:53]1[CH:58]=[CH:57][CH:56]=[CH:55][N:54]=1, predict the reactants needed to synthesize it. The reactants are: [C:1]([OH:5])(=O)[CH:2]=[CH2:3].N1C=CC=CC=1.Cl.CN(C)CCCN=C=NCC.[NH2:24][CH:25]([CH3:60])[C:26]([NH:28][C:29]1[CH:30]=[C:31]2[C:36](=[CH:37][C:38]=1[O:39][CH2:40][CH2:41][O:42][CH3:43])[N:35]=[CH:34][N:33]=[C:32]2[NH:44][C:45]1[CH:50]=[CH:49][C:48]([O:51][CH2:52][C:53]2[CH:58]=[CH:57][CH:56]=[CH:55][N:54]=2)=[C:47]([Cl:59])[CH:46]=1)=[O:27]. (3) Given the product [CH:5]1[CH:6]=[CH:7][C:2]([NH:1][C:14]2[CH:15]=[CH:16][C:11]([N+:8]([O-:10])=[O:9])=[CH:12][CH:13]=2)=[CH:3][CH:4]=1, predict the reactants needed to synthesize it. The reactants are: [NH2:1][C:2]1[CH:7]=[CH:6][CH:5]=[CH:4][CH:3]=1.[N+:8]([C:11]1[CH:16]=[CH:15][C:14](Cl)=[CH:13][CH:12]=1)([O-:10])=[O:9]. (4) Given the product [CH3:35][C:36]1[C:44]([O:45][C@@H:46]2[CH2:51][CH2:50][C@H:49]([NH:52][C:8](=[O:12])[CH2:9][CH3:10])[CH2:48][CH2:47]2)=[CH:43][C:42]([CH3:53])=[C:41]2[C:37]=1[CH:38]=[N:39][NH:40]2, predict the reactants needed to synthesize it. The reactants are: C(N(CC)CC)C.[C:8]([OH:12])(=O)[CH2:9][CH3:10].Cl.C(N=C=NCCCN(C)C)C.ON1C2C=CC=CC=2N=N1.[CH3:35][C:36]1[C:44]([O:45][C@@H:46]2[CH2:51][CH2:50][C@H:49]([NH2:52])[CH2:48][CH2:47]2)=[CH:43][C:42]([CH3:53])=[C:41]2[C:37]=1[CH:38]=[N:39][NH:40]2. (5) Given the product [NH2:1][C:2]1[C:7]2=[C:8]([C:18]3[CH:23]=[CH:22][C:21]([NH:24][C:25]([NH:27][C:28]4[CH:33]=[CH:32][CH:31]=[C:30]([C:34]([F:37])([F:36])[F:35])[N:29]=4)=[O:26])=[CH:20][CH:19]=3)[CH:9]=[C:10]([C:11]([OH:13])=[O:12])[N:6]2[N:5]=[CH:4][N:3]=1, predict the reactants needed to synthesize it. The reactants are: [NH2:1][C:2]1[C:7]2=[C:8]([C:18]3[CH:23]=[CH:22][C:21]([NH:24][C:25]([NH:27][C:28]4[CH:33]=[CH:32][CH:31]=[C:30]([C:34]([F:37])([F:36])[F:35])[N:29]=4)=[O:26])=[CH:20][CH:19]=3)[CH:9]=[C:10]([C:11]([O:13]CCCC)=[O:12])[N:6]2[N:5]=[CH:4][N:3]=1.[OH-].[Na+].Cl. (6) Given the product [O:1]=[C:2]1[C:7]2[N:8]([CH2:15][CH2:16][CH3:17])[C:9]3[CH:10]=[CH:11][CH:12]=[CH:13][C:14]=3[C:6]=2[N:5]=[C:4]([S:18][CH2:19][C:20]([OH:22])=[O:21])[N:3]1[C:27]1[CH:32]=[CH:31][CH:30]=[CH:29][CH:28]=1, predict the reactants needed to synthesize it. The reactants are: [O:1]=[C:2]1[C:7]2[N:8]([CH2:15][CH2:16][CH3:17])[C:9]3[CH:10]=[CH:11][CH:12]=[CH:13][C:14]=3[C:6]=2[N:5]=[C:4]([S:18][CH2:19][C:20]([O:22]C(C)(C)C)=[O:21])[N:3]1[C:27]1[CH:32]=[CH:31][CH:30]=[CH:29][CH:28]=1.FC(F)(F)C(O)=O.